From a dataset of Forward reaction prediction with 1.9M reactions from USPTO patents (1976-2016). Predict the product of the given reaction. Given the reactants C([O:3][C:4](=[O:39])[CH2:5][O:6][C:7]1[CH:12]=[CH:11][C:10]([S:13][CH2:14][C:15]2[S:19][C:18]([C:20]3[CH:25]=[CH:24][C:23]([C:26]([F:29])([F:28])[F:27])=[CH:22][CH:21]=3)=[N:17][C:16]=2[CH2:30][CH2:31][C:32]2[CH:37]=[CH:36][CH:35]=[CH:34][CH:33]=2)=[CH:9][C:8]=1[CH3:38])C.[Li+].[OH-].Cl, predict the reaction product. The product is: [CH3:38][C:8]1[CH:9]=[C:10]([S:13][CH2:14][C:15]2[S:19][C:18]([C:20]3[CH:25]=[CH:24][C:23]([C:26]([F:28])([F:29])[F:27])=[CH:22][CH:21]=3)=[N:17][C:16]=2[CH2:30][CH2:31][C:32]2[CH:33]=[CH:34][CH:35]=[CH:36][CH:37]=2)[CH:11]=[CH:12][C:7]=1[O:6][CH2:5][C:4]([OH:39])=[O:3].